This data is from Full USPTO retrosynthesis dataset with 1.9M reactions from patents (1976-2016). The task is: Predict the reactants needed to synthesize the given product. (1) Given the product [NH2:23][C:8]1[C:7]2[N:6]=[C:5]([CH2:24][CH2:25][CH2:26][CH3:27])[N:4]([CH2:3][CH2:2][NH:1][C:35](=[O:39])[CH:36]([CH3:38])[CH3:37])[C:16]=2[C:15]2[CH:14]=[CH:13][C:12]([C:17]3[CH:18]=[N:19][CH:20]=[CH:21][CH:22]=3)=[CH:11][C:10]=2[N:9]=1, predict the reactants needed to synthesize it. The reactants are: [NH2:1][CH2:2][CH2:3][N:4]1[C:16]2[C:15]3[CH:14]=[CH:13][C:12]([C:17]4[CH:18]=[N:19][CH:20]=[CH:21][CH:22]=4)=[CH:11][C:10]=3[N:9]=[C:8]([NH2:23])[C:7]=2[N:6]=[C:5]1[CH2:24][CH2:25][CH2:26][CH3:27].C(N(CC)CC)C.[C:35](Cl)(=[O:39])[CH:36]([CH3:38])[CH3:37]. (2) Given the product [CH3:29][N:30]([C:65]([C:64]1[CH:63]=[CH:67][C:22]2[C@@H:23]3[C@H:14]([C@H:11]4[C@@:9]([CH2:25][CH2:24]3)([CH3:10])[C:8]([C:4]3[CH:3]=[C:2]([CH3:1])[N:7]=[N:6][CH:5]=3)=[CH:13][CH2:12]4)[CH2:15][CH2:16][C:17]=2[CH:18]=1)=[O:66])[CH2:31][CH2:32][C:33]([OH:35])=[O:34], predict the reactants needed to synthesize it. The reactants are: [CH3:1][C:2]1[N:7]=[N:6][CH:5]=[C:4]([C:8]2[C@:9]3([CH2:25][CH2:24][C@H:23]4[C@@H:14]([CH2:15][CH2:16][C:17]5[CH:18]=C(C(O)=O)C=C[C:22]=54)[C@@H:11]3[CH2:12][CH:13]=2)[CH3:10])[CH:3]=1.[CH3:29][NH:30][CH2:31][CH2:32][C:33]([O:35]C(C)(C)C)=[O:34].Cl.CN(C)CCCN=C=NCC.O.ON1C2C=CC=CC=2N=N1.[CH2:63]1[CH2:67][O:66][CH2:65][CH2:64]1. (3) Given the product [Cl:1][C:2]1[CH:3]=[C:4]2[C:9](=[CH:10][CH:11]=1)[N:8]=[CH:7][C:6]([O:12][CH2:22][O:21][CH2:20][CH2:19][Si:16]([CH3:18])([CH3:17])[CH3:15])=[CH:5]2, predict the reactants needed to synthesize it. The reactants are: [Cl:1][C:2]1[CH:3]=[C:4]2[C:9](=[CH:10][CH:11]=1)[N:8]=[CH:7][C:6]([OH:12])=[CH:5]2.[H-].[Na+].[CH3:15][Si:16]([CH2:19][CH2:20][O:21][CH2:22]Cl)([CH3:18])[CH3:17].[Cl-].[NH4+]. (4) Given the product [Br:15][C:3]1[CH:4]=[C:5]([C:7]([O:9][CH3:10])=[O:8])[S:6][C:2]=1[Cl:1], predict the reactants needed to synthesize it. The reactants are: [Cl:1][C:2]1[S:6][C:5]([C:7]([O:9][CH3:10])=[O:8])=[CH:4][CH:3]=1.[Cl-].[Cl-].[Cl-].[Al+3].[Br:15]Br. (5) Given the product [C:36]([N:22]1[CH2:21][CH:20]=[C:19]([C:18]2[C:12]3[S:11][C:10]([NH:9][C:7](=[O:8])[C:6]4[CH:5]=[CH:4][C:3]([F:2])=[CH:28][CH:27]=4)=[N:14][C:13]=3[C:15]([O:25][CH3:26])=[CH:16][CH:17]=2)[CH2:24][CH2:23]1)(=[O:38])[CH3:37], predict the reactants needed to synthesize it. The reactants are: Cl.[F:2][C:3]1[CH:28]=[CH:27][C:6]([C:7]([NH:9][C:10]2[S:11][C:12]3[C:18]([C:19]4[CH2:20][CH2:21][NH:22][CH2:23][CH:24]=4)=[CH:17][CH:16]=[C:15]([O:25][CH3:26])[C:13]=3[N:14]=2)=[O:8])=[CH:5][CH:4]=1.C(N(CC)CC)C.[C:36](OC(=O)C)(=[O:38])[CH3:37].C(=O)(O)[O-].[Na+]. (6) Given the product [CH3:19][O:18][C:12]1[CH:11]=[C:10]([CH:15]=[CH:14][C:13]=1[O:16][CH3:17])[CH2:9][NH:8][C:6](=[O:7])[C:5]1[CH:20]=[CH:21][C:2]([C:22]2[CH:27]=[CH:26][CH:25]=[CH:24][CH:23]=2)=[N:3][CH:4]=1, predict the reactants needed to synthesize it. The reactants are: Br[C:2]1[CH:21]=[CH:20][C:5]([C:6]([NH:8][CH2:9][C:10]2[CH:15]=[CH:14][C:13]([O:16][CH3:17])=[C:12]([O:18][CH3:19])[CH:11]=2)=[O:7])=[CH:4][N:3]=1.[C:22]1(B(O)O)[CH:27]=[CH:26][CH:25]=[CH:24][CH:23]=1.C(=O)([O-])[O-].[Cs+].[Cs+]. (7) Given the product [CH3:8][C:7]([O:10][C@H:38]1[CH:1]([OH:4])[O:2][C@H:36]([CH2:35][O:34][P:31]([O:30][P:27]([O:26][CH2:25][C@H:23]2[O:24][C@@H:20]([N:17]3[C:15]4[N:16]=[CH:11][N:12]=[C:13]([NH2:54])[C:14]=4[N:19]=[CH:18]3)[C@H:21]([OH:53])[C@@H:22]2[OH:52])([OH:29])=[O:28])([OH:33])=[O:32])[C@H:37]1[OH:51])=[O:9], predict the reactants needed to synthesize it. The reactants are: [C:1]([O-:4])([O-])=[O:2].[Na+].[Na+].[C:7]([OH:10])(=[O:9])[CH3:8].[CH:11]1[N:12]=[C:13]([NH2:54])[C:14]2[N:19]=[CH:18][N:17]([C@@H:20]3[O:24][C@H:23]([CH2:25][O:26][P:27]([O:30][P:31]([O:34][CH2:35][C@H:36]4O[C@@H](N5C=C(C(N)=O)CC=C5)[C@H:38](O)[C@@H:37]4[OH:51])([OH:33])=[O:32])([OH:29])=[O:28])[C@@H:22]([OH:52])[C@H:21]3[OH:53])[C:15]=2[N:16]=1.